This data is from Forward reaction prediction with 1.9M reactions from USPTO patents (1976-2016). The task is: Predict the product of the given reaction. (1) The product is: [C:8]([O:7][C:1]([N:32]1[CH2:31][CH2:30][NH:29][CH:28]([CH:15]([C:16]2[CH:21]=[CH:20][CH:19]=[CH:18][CH:17]=2)[C:22]2[CH:27]=[CH:26][CH:25]=[CH:24][CH:23]=2)[CH2:33]1)=[O:12])([CH3:9])([CH3:10])[CH3:11]. Given the reactants [C:1](=[O:12])([O:7][C:8]([CH3:11])([CH3:10])[CH3:9])OC(C)(C)C.Cl.Cl.[CH:15]([CH:28]1[CH2:33][NH:32][CH2:31][CH2:30][NH:29]1)([C:22]1[CH:27]=[CH:26][CH:25]=[CH:24][CH:23]=1)[C:16]1[CH:21]=[CH:20][CH:19]=[CH:18][CH:17]=1.C(N(CC)C(C)C)(C)C, predict the reaction product. (2) The product is: [C:6]([NH:9][C@@H:10]([CH3:28])[CH2:11][O:12][C:13]1[N:18]=[CH:17][C:16]([NH:19][C:20](=[O:26])[O:21][C:22]([CH3:23])([CH3:25])[CH3:24])=[C:15]([OH:30])[C:14]=1[F:27])(=[O:8])[CH3:7]. Given the reactants C([Li])CCC.[C:6]([NH:9][C@@H:10]([CH3:28])[CH2:11][O:12][C:13]1[N:18]=[CH:17][C:16]([NH:19][C:20](=[O:26])[O:21][C:22]([CH3:25])([CH3:24])[CH3:23])=[CH:15][C:14]=1[F:27])(=[O:8])[CH3:7].B(OC)(OC)[O:30]C.[OH-].[Na+].OO.S([O-])([O-])(=O)=S.[Na+].[Na+].Cl, predict the reaction product. (3) The product is: [Cl:28][C:29]1[CH:30]=[C:31]([C:20]2[CH:19]=[C:18]([S:15](=[O:17])(=[O:16])[NH:14][C@H:3]([CH2:4][C:5]3[C:13]4[C:8](=[CH:9][CH:10]=[CH:11][CH:12]=4)[NH:7][CH:6]=3)[CH2:2][OH:1])[C:26]3[O:25][CH2:24][CH2:23][C:22]=3[CH:21]=2)[CH:32]=[CH:33][C:34]=1[C:35]([NH:36][CH3:37])=[O:38]. Given the reactants [OH:1][CH2:2][C@H:3]([NH:14][S:15]([C:18]1[C:26]2[O:25][CH2:24][CH2:23][C:22]=2[CH:21]=[C:20](Br)[CH:19]=1)(=[O:17])=[O:16])[CH2:4][C:5]1[C:13]2[C:8](=[CH:9][CH:10]=[CH:11][CH:12]=2)[NH:7][CH:6]=1.[Cl:28][C:29]1[CH:30]=[C:31](B(O)O)[CH:32]=[CH:33][C:34]=1[C:35](=[O:38])[NH:36][CH3:37].C(=O)([O-])[O-].[Na+].[Na+], predict the reaction product. (4) Given the reactants CC(C)([O-])C.[K+].[CH2:7]([N:14]1[CH2:19][CH2:18][N:17]([C:20]([O:22][C:23]([CH3:26])([CH3:25])[CH3:24])=[O:21])[CH2:16][C@H:15]1[CH2:27][OH:28])[C:8]1[CH:13]=[CH:12][CH:11]=[CH:10][CH:9]=1.Br[C:30]1[CH:35]=[CH:34][CH:33]=[CH:32][N:31]=1, predict the reaction product. The product is: [CH2:7]([N:14]1[CH2:19][CH2:18][N:17]([C:20]([O:22][C:23]([CH3:24])([CH3:25])[CH3:26])=[O:21])[CH2:16][C@H:15]1[CH2:27][O:28][C:30]1[CH:35]=[CH:34][CH:33]=[CH:32][N:31]=1)[C:8]1[CH:13]=[CH:12][CH:11]=[CH:10][CH:9]=1. (5) The product is: [O:30]1[C:26]2[CH:25]=[CH:24][C:23]([CH2:22][N:21]3[C:15]4[C:16](=[N:17][CH:18]=[C:13]([N:10]5[CH2:11][CH2:12][C@@H:8]([NH2:7])[CH2:9]5)[N:14]=4)[N:19]=[N:20]3)=[CH:31][C:27]=2[CH2:28][CH2:29]1. Given the reactants C(OC(=O)[NH:7][C@@H:8]1[CH2:12][CH2:11][N:10]([C:13]2[N:14]=[C:15]3[N:21]([CH2:22][C:23]4[CH:24]=[CH:25][C:26]5[O:30][CH2:29][CH2:28][C:27]=5[CH:31]=4)[N:20]=[N:19][C:16]3=[N:17][CH:18]=2)[CH2:9]1)(C)(C)C.Cl.O1CCOCC1, predict the reaction product. (6) Given the reactants [CH3:1][O:2][C:3]1[C:11]2[O:10][CH:9]=[C:8]([CH2:12][CH2:13]I)[C:7]=2[CH:6]=[CH:5][CH:4]=1.N1CC=C([N:21]2[C:29]3[C:24](=[CH:25][CH:26]=[CH:27][CH:28]=3)[CH:23]=[CH:22]2)CC1.C([N:33]([CH2:37][CH3:38])[CH:34]([CH3:36])C)(C)C.[CH3:39]S(C)=O, predict the reaction product. The product is: [CH3:1][O:2][C:3]1[C:11]2[O:10][CH:9]=[C:8]([CH2:12][CH2:13][N:33]3[CH2:34][CH:36]=[C:39]([C:23]4[C:24]5[C:29](=[CH:28][CH:27]=[CH:26][CH:25]=5)[NH:21][CH:22]=4)[CH2:38][CH2:37]3)[C:7]=2[CH:6]=[CH:5][CH:4]=1. (7) Given the reactants I[CH2:2][CH2:3][O:4][CH2:5][CH2:6]I.C(N(C(C)C)CC)(C)C.Cl.[Br:18][C:19]1[CH:32]=[CH:31][CH:30]=[C:29]2[C:20]=1[S:21][C:22]1[CH:23]=[CH:24][C:25]([NH:33][C@@H:34]3[CH2:39][CH2:38][CH2:37][CH2:36][C@H:35]3[NH2:40])=[CH:26][C:27]=1[S:28]2, predict the reaction product. The product is: [Br:18][C:19]1[CH:32]=[CH:31][CH:30]=[C:29]2[C:20]=1[S:21][C:22]1[CH:23]=[CH:24][C:25]([NH:33][C@@H:34]3[CH2:39][CH2:38][CH2:37][CH2:36][C@H:35]3[N:40]3[CH2:6][CH2:5][O:4][CH2:3][CH2:2]3)=[CH:26][C:27]=1[S:28]2. (8) Given the reactants Cl[C:2]1[CH:3]=[CH:4][C:5](=[O:8])[NH:6][N:7]=1.C([Sn](CCCC)(CCCC)[C:14]([O:16][CH2:17][CH3:18])=[CH2:15])CCC, predict the reaction product. The product is: [CH2:17]([O:16][C:14]([C:2]1[CH:3]=[CH:4][C:5](=[O:8])[NH:6][N:7]=1)=[CH2:15])[CH3:18].